This data is from Full USPTO retrosynthesis dataset with 1.9M reactions from patents (1976-2016). The task is: Predict the reactants needed to synthesize the given product. (1) Given the product [CH3:1][O:2][C:3](=[O:17])[C:4]1[CH:9]=[CH:8][C:7]([O:10][C@H:11]2[CH2:15][C@@H:14]([Cl:28])[CH:13]=[CH:12]2)=[CH:6][CH:5]=1, predict the reactants needed to synthesize it. The reactants are: [CH3:1][O:2][C:3](=[O:17])[C:4]1[CH:9]=[CH:8][C:7]([O:10][CH:11]2[CH2:15][CH:14](O)[CH:13]=[CH:12]2)=[CH:6][CH:5]=1.S([Cl:28])(C1C=CC(C)=CC=1)(=O)=O.C(N(CC)CC)C. (2) Given the product [Br:1][C:2]1[CH:7]=[C:6]([F:8])[CH:5]=[CH:4][C:3]=1[CH:9]1[N:10]=[C:11]([C:21]2[S:22][CH:23]=[CH:24][N:25]=2)[NH:12][C:13]([CH2:19][N:29]2[CH2:30][CH2:31][O:32][C@H:27]([CH3:26])[C@H:28]2[C:33]([OH:35])=[O:34])=[C:14]1[C:15]([O:17][CH3:18])=[O:16], predict the reactants needed to synthesize it. The reactants are: [Br:1][C:2]1[CH:7]=[C:6]([F:8])[CH:5]=[CH:4][C:3]=1[CH:9]1[C:14]([C:15]([O:17][CH3:18])=[O:16])=[C:13]([CH2:19]Br)[NH:12][C:11]([C:21]2[S:22][CH:23]=[CH:24][N:25]=2)=[N:10]1.[CH3:26][C@H:27]1[O:32][CH2:31][CH2:30][NH:29][C@@H:28]1[C:33]([OH:35])=[O:34]. (3) Given the product [Cl:1][C:2]1[CH:3]=[CH:4][C:5]([CH:8]2[CH2:10][CH2:11][C:9]2=[O:20])=[CH:6][CH:7]=1, predict the reactants needed to synthesize it. The reactants are: [Cl:1][C:2]1[CH:7]=[CH:6][C:5]([CH:8]=[C:9]2[CH2:11][CH2:10]2)=[CH:4][CH:3]=1.ClC1C=CC=C(C(OO)=[O:20])C=1. (4) Given the product [C:32]1([C:22]2[N:23]=[C:24]([C:26]3[CH:31]=[CH:30][CH:29]=[CH:28][CH:27]=3)[N:25]=[C:20]([C:17]3[CH:18]=[CH:19][C:14]([C:3]4[CH:2]=[CH:1][C:9]5[C:8]6[CH:10]=[CH:11][CH:12]=[C:13]([Si:52]([CH3:55])([CH3:54])[CH3:53])[C:7]=6[O:6][C:5]=5[CH:4]=4)=[CH:15][CH:16]=3)[N:21]=2)[CH:33]=[CH:34][CH:35]=[CH:36][CH:37]=1, predict the reactants needed to synthesize it. The reactants are: [CH:1]1[C:9]2[C:8]3[CH:10]=[CH:11][CH:12]=[CH:13][C:7]=3[O:6][C:5]=2[CH:4]=[C:3]([C:14]2[CH:19]=[CH:18][C:17]([C:20]3[N:25]=[C:24]([C:26]4[CH:31]=[CH:30][CH:29]=[CH:28][CH:27]=4)[N:23]=[C:22]([C:32]4[CH:37]=[CH:36][CH:35]=[CH:34][CH:33]=4)[N:21]=3)=[CH:16][CH:15]=2)[CH:2]=1.CN(CCN(C)C)C.C([Li])CCC.Cl[Si:52]([CH3:55])([CH3:54])[CH3:53]. (5) The reactants are: C(OC([N:8]1[CH2:13][CH2:12][CH:11]([NH:14][C:15]2[CH:20]=[CH:19][C:18]([S:21]([CH3:24])(=[O:23])=[O:22])=[CH:17][N:16]=2)[CH2:10][CH2:9]1)=O)(C)(C)C.Cl.O1CCOCC1.C(=O)([O-])[O-].[K+].[K+]. Given the product [CH3:24][S:21]([C:18]1[CH:19]=[CH:20][C:15]([NH:14][CH:11]2[CH2:12][CH2:13][NH:8][CH2:9][CH2:10]2)=[N:16][CH:17]=1)(=[O:22])=[O:23], predict the reactants needed to synthesize it. (6) Given the product [CH3:1][C:2]1[NH:3][C:4]2[C:9]([C:10]=1[C:13]1[C:17]3[CH:18]=[CH:19][CH:20]=[CH:21][C:16]=3[S:15][N:14]=1)=[CH:8][C:7]([CH3:11])=[CH:6][CH:5]=2, predict the reactants needed to synthesize it. The reactants are: [CH3:1][C:2]1[NH:3][C:4]2[C:9]([CH:10]=1)=[CH:8][C:7]([CH3:11])=[CH:6][CH:5]=2.Cl[C:13]1[C:17]2[CH:18]=[CH:19][CH:20]=[CH:21][C:16]=2[S:15][N:14]=1.